This data is from Forward reaction prediction with 1.9M reactions from USPTO patents (1976-2016). The task is: Predict the product of the given reaction. (1) The product is: [O:9]1[CH2:13][CH2:12][CH:11]([CH2:14][O:15][C:2]2[CH:7]=[CH:6][C:5]([Br:8])=[CH:4][N:3]=2)[CH2:10]1. Given the reactants Br[C:2]1[CH:7]=[CH:6][C:5]([Br:8])=[CH:4][N:3]=1.[O:9]1[CH2:13][CH2:12][CH:11]([CH2:14][OH:15])[CH2:10]1, predict the reaction product. (2) Given the reactants [CH2:1]([O:3][C:4](=[O:10])[C:5]([CH3:9])([CH3:8])[CH2:6][NH2:7])[CH3:2].C(N(CC)C(C)C)(C)C.[F:20][C:21]([F:32])([F:31])[C:22](O[C:22](=[O:23])[C:21]([F:32])([F:31])[F:20])=[O:23], predict the reaction product. The product is: [CH2:1]([O:3][C:4](=[O:10])[C:5]([CH3:9])([CH3:8])[CH2:6][NH:7][C:22](=[O:23])[C:21]([F:32])([F:31])[F:20])[CH3:2]. (3) Given the reactants [F:1][C:2]1[C:15]([F:16])=[C:14]([F:17])[C:13]([F:18])=[CH:12][C:3]=1[C:4]([CH2:6][C:7]([O:9][CH2:10][CH3:11])=[O:8])=[O:5].[CH3:19]C(OC(C)=O)=O.C(OCC)(OCC)OCC.[NH2:36][CH2:37][CH2:38][CH2:39][CH2:40][OH:41], predict the reaction product. The product is: [OH:41][CH2:40][CH2:39][CH2:38][CH2:37][NH:36][CH:19]=[C:6]([C:4](=[O:5])[C:3]1[CH:12]=[C:13]([F:18])[C:14]([F:17])=[C:15]([F:16])[C:2]=1[F:1])[C:7]([O:9][CH2:10][CH3:11])=[O:8]. (4) Given the reactants [CH3:1][N:2]([CH2:4][CH3:5])[CH3:3].[C:6]([OH:17])(=[O:16])[C:7]1[C:8](=[CH:12][CH:13]=[CH:14][CH:15]=1)[C:9]([OH:11])=[O:10], predict the reaction product. The product is: [C:6]([OH:17])(=[O:16])[C:7]1[C:8](=[CH:12][CH:13]=[CH:14][CH:15]=1)[C:9]([OH:11])=[O:10].[CH3:1][N:2]([CH3:3])[CH2:4][CH3:5]. (5) Given the reactants C([Si](CC)(CC)[C:4]#[C:5][C:6]1[CH:11]=[CH:10][C:9]([O:12][CH2:13][O:14][CH3:15])=[CH:8][C:7]=1[CH3:16])C.[F-].C([N+](CCCC)(CCCC)CCCC)CCC, predict the reaction product. The product is: [C:5]([C:6]1[CH:11]=[CH:10][C:9]([O:12][CH2:13][O:14][CH3:15])=[CH:8][C:7]=1[CH3:16])#[CH:4]. (6) The product is: [CH3:1][N:2]([CH3:6])[CH2:3][CH2:4][NH:5][C:8]1[N:9]=[C:10]([O:19][CH3:20])[C:11]([N+:16]([O-:18])=[O:17])=[C:12]([O:14][CH3:15])[N:13]=1. Given the reactants [CH3:1][N:2]([CH3:6])[CH2:3][CH2:4][NH2:5].Cl[C:8]1[N:13]=[C:12]([O:14][CH3:15])[C:11]([N+:16]([O-:18])=[O:17])=[C:10]([O:19][CH3:20])[N:9]=1, predict the reaction product. (7) Given the reactants [CH2:1]([Mg]Cl)[CH:2]=[CH2:3].F[C:7](F)(F)[C:8]1[CH:14]=[CH:13][C:11]([NH2:12])=[CH:10][CH:9]=1, predict the reaction product. The product is: [CH2:1]([C:7]([C:8]1[CH:14]=[CH:13][C:11]([NH2:12])=[CH:10][CH:9]=1)([CH2:13][CH:11]=[CH2:10])[CH2:9][CH:8]=[CH2:7])[CH:2]=[CH2:3]. (8) Given the reactants [Cl-].[CH2:2]([N+:14]1[CH:18]=[CH:17][N:16]([CH3:19])[CH:15]=1)[CH2:3][CH2:4][CH2:5][CH2:6][CH2:7][CH2:8][CH2:9][CH2:10][CH2:11][CH2:12][CH3:13].[F:20][C:21]([F:29])([S:25]([O-:28])(=[O:27])=[O:26])[CH:22]([F:24])[F:23].[K+], predict the reaction product. The product is: [F:20][C:21]([F:29])([S:25]([O-:28])(=[O:27])=[O:26])[CH:22]([F:24])[F:23].[CH2:2]([N+:14]1[CH:18]=[CH:17][N:16]([CH3:19])[CH:15]=1)[CH2:3][CH2:4][CH2:5][CH2:6][CH2:7][CH2:8][CH2:9][CH2:10][CH2:11][CH2:12][CH3:13]. (9) Given the reactants N[C:2]1[C:10]2[NH:9][C:8](=[O:11])[NH:7][C:6]=2[CH:5]=[C:4]([C:12]([F:15])([F:14])[F:13])[CH:3]=1.[I-:16].[Cs+].N(OCCC(C)C)=O, predict the reaction product. The product is: [I:16][C:2]1[C:10]2[NH:9][C:8](=[O:11])[NH:7][C:6]=2[CH:5]=[C:4]([C:12]([F:15])([F:14])[F:13])[CH:3]=1.